Dataset: Reaction yield outcomes from USPTO patents with 853,638 reactions. Task: Predict the reaction yield, written as a fraction of the theoretical maximum amount of product (1.0 means a 100% yield; for example, 0.34 means a 34% yield). (1) The reactants are I[C:2]1[C:3]2[CH:10]=[CH:9][N:8]([S:11]([C:14]3[CH:19]=[CH:18][C:17]([CH3:20])=[CH:16][CH:15]=3)(=[O:13])=[O:12])[C:4]=2[N:5]=[CH:6][N:7]=1.C([Sn](CCCC)(CCCC)[C:26]([O:28][CH2:29][CH3:30])=[CH2:27])CCC. The catalyst is C1(C)C=CC=CC=1. The product is [CH2:29]([O:28][C:26]([C:2]1[C:3]2[CH:10]=[CH:9][N:8]([S:11]([C:14]3[CH:19]=[CH:18][C:17]([CH3:20])=[CH:16][CH:15]=3)(=[O:13])=[O:12])[C:4]=2[N:5]=[CH:6][N:7]=1)=[CH2:27])[CH3:30]. The yield is 0.820. (2) The reactants are [CH3:1][O:2][C:3]1[CH:8]=[CH:7][C:6]([S:9]([N:12]2[C:21]3[CH:22]=[CH:23][S:24][C:20]=3[C:19]3[CH:18]=[CH:17][CH:16]=[CH:15][C:14]=3[C@H:13]2[CH3:25])(=[O:11])=[O:10])=[CH:5][CH:4]=1.C(O)(=O)C.C(Cl)(Cl)Cl.[Br:34]N1C(=O)CCC1=O. The yield is 0.980. The catalyst is C(Cl)Cl.CCCCCC. The product is [Br:34][C:23]1[S:24][C:20]2[C:19]3[CH:18]=[CH:17][CH:16]=[CH:15][C:14]=3[C@@H:13]([CH3:25])[N:12]([S:9]([C:6]3[CH:5]=[CH:4][C:3]([O:2][CH3:1])=[CH:8][CH:7]=3)(=[O:11])=[O:10])[C:21]=2[CH:22]=1. (3) The reactants are C1(OC)C=CC=CC=1.FC(F)(F)C(O)=O.[NH2:16][C:17]1[S:18][CH:19]=[C:20]([C:22](=[N:52][O:53][C:54](C(O)=O)(C)C)[C:23]([NH:25][CH:26]2[C:50](=[O:51])[N:28]3[C:29]([C:47]([OH:49])=[O:48])=[C:30]([CH:33]=[CH:34][C:35]4[CH:40]=[CH:39][C:38]([N+:41]([O-:43])=[O:42])=[CH:37][C:36]=4[N+]([O-])=O)[CH2:31][S:32][C@H:27]23)=[O:24])[N:21]=1. No catalyst specified. The product is [NH2:16][C:17]1[S:18][CH:19]=[C:20]([C:22](=[N:52][O:53][CH3:54])[C:23]([NH:25][CH:26]2[C:50](=[O:51])[N:28]3[C:29]([C:47]([OH:49])=[O:48])=[C:30]([CH:33]=[CH:34][C:35]4[CH:40]=[CH:39][C:38]([N+:41]([O-:43])=[O:42])=[CH:37][CH:36]=4)[CH2:31][S:32][C@H:27]23)=[O:24])[N:21]=1. The yield is 0.700. (4) The reactants are [CH2:1]([O:8][C:9]1[CH:10]=[C:11]2[C:15](=[CH:16][C:17]=1[Br:18])[NH:14][N:13]=[CH:12]2)[C:2]1[CH:7]=[CH:6][CH:5]=[CH:4][CH:3]=1.[O:19]1[CH:24]=[CH:23][CH2:22][CH2:21][CH2:20]1.CS(O)(=O)=O.C([O-])(O)=O.[Na+]. The catalyst is C1COCC1.C(Cl)Cl.CCOC(C)=O. The product is [CH2:1]([O:8][C:9]1[CH:10]=[C:11]2[C:15](=[CH:16][C:17]=1[Br:18])[N:14]([CH:20]1[CH2:21][CH2:22][CH2:23][CH2:24][O:19]1)[N:13]=[CH:12]2)[C:2]1[CH:3]=[CH:4][CH:5]=[CH:6][CH:7]=1. The yield is 0.422. (5) The reactants are [NH2:1][CH2:2][CH2:3][O:4][CH2:5][CH2:6][O:7][CH2:8][CH2:9][NH:10][C:11](=[O:42])[CH2:12][CH2:13][CH2:14][CH2:15][CH2:16][CH2:17][CH2:18][CH2:19][CH2:20][CH2:21][S:22][C:23]([C:36]1[CH:41]=[CH:40][CH:39]=[CH:38][CH:37]=1)([C:30]1[CH:35]=[CH:34][CH:33]=[CH:32][CH:31]=1)[C:24]1[CH:29]=[CH:28][CH:27]=[CH:26][CH:25]=1.Cl.CN(C)CCCN=C=NCC.[N+:55]([C:58]1[CH:63]=[C:62]([N+:64]([O-:66])=[O:65])[CH:61]=[CH:60][C:59]=1[NH:67][CH2:68][C:69](O)=[O:70])([O-:57])=[O:56]. The catalyst is ClCCl. The product is [N+:55]([C:58]1[CH:63]=[C:62]([N+:64]([O-:66])=[O:65])[CH:61]=[CH:60][C:59]=1[NH:67][CH2:68][C:69]([NH:1][CH2:2][CH2:3][O:4][CH2:5][CH2:6][O:7][CH2:8][CH2:9][NH:10][C:11](=[O:42])[CH2:12][CH2:13][CH2:14][CH2:15][CH2:16][CH2:17][CH2:18][CH2:19][CH2:20][CH2:21][S:22][C:23]([C:36]1[CH:37]=[CH:38][CH:39]=[CH:40][CH:41]=1)([C:30]1[CH:31]=[CH:32][CH:33]=[CH:34][CH:35]=1)[C:24]1[CH:29]=[CH:28][CH:27]=[CH:26][CH:25]=1)=[O:70])([O-:57])=[O:56]. The yield is 0.790.